This data is from Full USPTO retrosynthesis dataset with 1.9M reactions from patents (1976-2016). The task is: Predict the reactants needed to synthesize the given product. (1) The reactants are: N[C@H](C(O)=O)CCC(=[O:7])N.CC1(C)S[C@@H]2[C@H](NC(CC3C=CC=CC=3)=O)C(=O)N2[C@H]1C([O-])=O.[K+].C[C@@H]1O[C@@H](O[C@H]2[C@H](O)[C@@H](O)[C@H](NC(N)=N)[C@@H](O)[C@@H]2NC(N)=N)[C@H]([O:59][C@@H:60]2[O:65][C@@H:64]([CH2:66][OH:67])[C@H:63]([OH:68])[C@@H:62]([OH:69])[C@@H:61]2NC)[C@@]1(O)C=O. Given the product [O:67]=[CH:66][C@@H:64]([C@H:63]([C@@H:62]([C@@H:61]([CH2:60][OH:59])[OH:7])[OH:69])[OH:68])[OH:65], predict the reactants needed to synthesize it. (2) Given the product [Br:26][CH2:24][C:20]1[CH:19]=[C:18]([C:16]2[CH:17]=[C:8]([C:5]([S:2]([CH3:1])(=[O:4])=[O:3])([CH3:7])[CH3:6])[CH:9]=[C:10]3[C:15]=2[N:14]=[CH:13][CH:12]=[CH:11]3)[CH:23]=[CH:22][CH:21]=1, predict the reactants needed to synthesize it. The reactants are: [CH3:1][S:2]([C:5]([C:8]1[CH:9]=[C:10]2[C:15](=[C:16]([C:18]3[CH:19]=[C:20]([CH2:24]O)[CH:21]=[CH:22][CH:23]=3)[CH:17]=1)[N:14]=[CH:13][CH:12]=[CH:11]2)([CH3:7])[CH3:6])(=[O:4])=[O:3].[BrH:26].[OH-].[Na+]. (3) Given the product [C:1]([O:5][C:6]([NH:8][C:9]1([C:14]([NH:19][NH2:20])=[O:16])[CH2:13][CH2:12][CH2:11][CH2:10]1)=[O:7])([CH3:4])([CH3:3])[CH3:2], predict the reactants needed to synthesize it. The reactants are: [C:1]([O:5][C:6]([NH:8][C:9]1([C:14]([O:16]C)=O)[CH2:13][CH2:12][CH2:11][CH2:10]1)=[O:7])([CH3:4])([CH3:3])[CH3:2].O.[NH2:19][NH2:20]. (4) Given the product [Cl:1][C:2]1[CH:3]=[C:4]2[C:10]([C:11]3[N:16]=[C:15]([NH:17][CH2:18][CH:19]4[CH2:24][C:23]([F:26])([F:25])[CH2:22][CH2:21][N:20]4[C:75](=[O:76])[CH2:74][CH2:73][O:72][CH3:71])[C:14]([F:27])=[CH:13][N:12]=3)=[CH:9][NH:8][C:5]2=[N:6][CH:7]=1, predict the reactants needed to synthesize it. The reactants are: [Cl:1][C:2]1[CH:3]=[C:4]2[C:10]([C:11]3[N:16]=[C:15]([NH:17][CH2:18][CH:19]4[CH2:24][C:23]([F:26])([F:25])[CH2:22][CH2:21][NH:20]4)[C:14]([F:27])=[CH:13][N:12]=3)=[CH:9][NH:8][C:5]2=[N:6][CH:7]=1.ClC1C=C2C(C3N=C(NCC4CC(F)(F)CCN4C(OC(C)(C)C)=O)C(F)=CN=3)=CNC2=NC=1.CCN(C(C)C)C(C)C.[CH3:71][O:72][CH2:73][CH2:74][C:75](Cl)=[O:76]. (5) The reactants are: Cl[C:2]1[N:10]=[C:9]([C:11]([F:14])([F:13])[F:12])[CH:8]=[CH:7][C:3]=1[C:4]([OH:6])=[O:5].[NH3:15].Cl. Given the product [NH2:15][C:2]1[N:10]=[C:9]([C:11]([F:14])([F:13])[F:12])[CH:8]=[CH:7][C:3]=1[C:4]([OH:6])=[O:5], predict the reactants needed to synthesize it.